From a dataset of Full USPTO retrosynthesis dataset with 1.9M reactions from patents (1976-2016). Predict the reactants needed to synthesize the given product. (1) Given the product [CH2:19]([O:21][NH:22][C:12](=[O:14])[C:11]1[CH:15]=[CH:16][N:17]=[CH:18][C:10]=1[NH:9][C:3]1[CH:2]=[CH:7][C:6]([I:8])=[CH:5][CH:4]=1)[CH3:20], predict the reactants needed to synthesize it. The reactants are: Cl[C:2]1[CH:7]=[C:6]([I:8])[CH:5]=[CH:4][C:3]=1[NH:9][C:10]1[CH:18]=[N:17][CH:16]=[CH:15][C:11]=1[C:12]([OH:14])=O.[CH2:19]([O:21][NH2:22])[CH3:20]. (2) The reactants are: [CH3:1][C:2]1[N:3]([C:16]2[CH:21]=[CH:20][NH:19][C:18](=[O:22])[CH:17]=2)[CH:4]=[C:5]([C:7]#[C:8][C:9]2[CH:10]=[C:11]([CH3:15])[CH:12]=[CH:13][CH:14]=2)[N:6]=1.[CH2:23](I)[CH3:24]. Given the product [CH2:23]([N:19]1[CH:20]=[CH:21][C:16]([N:3]2[CH:4]=[C:5]([C:7]#[C:8][C:9]3[CH:10]=[C:11]([CH3:15])[CH:12]=[CH:13][CH:14]=3)[N:6]=[C:2]2[CH3:1])=[CH:17][C:18]1=[O:22])[CH3:24], predict the reactants needed to synthesize it. (3) The reactants are: [C:1]([NH:5][S:6]([C:9]1[C:18]2[C:13](=[CH:14][CH:15]=[CH:16][CH:17]=2)[C:12]([C:19]2[S:23][C:22]([C:24]([OH:26])=O)=[CH:21][C:20]=2[CH2:27][CH:28]2[CH2:33][CH2:32][CH2:31][CH2:30][CH2:29]2)=[CH:11][CH:10]=1)(=[O:8])=[O:7])([CH3:4])([CH3:3])[CH3:2].Cl.[NH2:35][C@H:36]1[CH2:39][C@H:38]([C:40]([OH:42])=[O:41])[CH2:37]1.CN(C(ON1N=NC2C=CC=NC1=2)=[N+](C)C)C.F[P-](F)(F)(F)(F)F.CCN(C(C)C)C(C)C.Cl. Given the product [C:1]([NH:5][S:6]([C:9]1[C:18]2[C:13](=[CH:14][CH:15]=[CH:16][CH:17]=2)[C:12]([C:19]2[S:23][C:22]([C:24]([NH:35][C@H:36]3[CH2:39][C@H:38]([C:40]([OH:42])=[O:41])[CH2:37]3)=[O:26])=[CH:21][C:20]=2[CH2:27][CH:28]2[CH2:33][CH2:32][CH2:31][CH2:30][CH2:29]2)=[CH:11][CH:10]=1)(=[O:7])=[O:8])([CH3:3])([CH3:2])[CH3:4], predict the reactants needed to synthesize it.